Dataset: Reaction yield outcomes from USPTO patents with 853,638 reactions. Task: Predict the reaction yield, written as a fraction of the theoretical maximum amount of product (1.0 means a 100% yield; for example, 0.34 means a 34% yield). (1) The reactants are [CH:1]1([S:4](Cl)(=[O:6])=[O:5])[CH2:3][CH2:2]1.[CH3:8][NH:9][C:10]1[CH:29]=[CH:28][C:13]2[N:14]([CH2:21][CH:22]3[CH2:27][CH2:26][O:25][CH2:24][CH2:23]3)[C:15]([C:17]([F:20])([F:19])[F:18])=[N:16][C:12]=2[CH:11]=1.CCN(C(C)C)C(C)C. The catalyst is CN(C1C=CN=CC=1)C.C(Cl)Cl. The product is [CH3:8][N:9]([C:10]1[CH:29]=[CH:28][C:13]2[N:14]([CH2:21][CH:22]3[CH2:27][CH2:26][O:25][CH2:24][CH2:23]3)[C:15]([C:17]([F:18])([F:19])[F:20])=[N:16][C:12]=2[CH:11]=1)[S:4]([CH:1]1[CH2:3][CH2:2]1)(=[O:6])=[O:5]. The yield is 0.970. (2) The reactants are C[O:2][C:3]([C:5]1[CH:29]=[CH:28][C:8]2[C:9]3[S:10][C:11]([C:17](=[O:27])[N:18]([C:20]4[CH:25]=[CH:24][CH:23]=[CH:22][C:21]=4[Cl:26])[CH3:19])=[CH:12][C:13]=3[CH2:14][CH2:15][O:16][C:7]=2[CH:6]=1)=O.[H-].[Al+3].[Li+].[H-].[H-].[H-]. The catalyst is C1COCC1. The product is [Cl:26][C:21]1[CH:22]=[CH:23][CH:24]=[CH:25][C:20]=1[N:18]([CH3:19])[C:17]([C:11]1[S:10][C:9]2[C:8]3[CH:28]=[CH:29][C:5]([CH2:3][OH:2])=[CH:6][C:7]=3[O:16][CH2:15][CH2:14][C:13]=2[CH:12]=1)=[O:27]. The yield is 0.489.